Dataset: hERG potassium channel inhibition data for cardiac toxicity prediction from Karim et al.. Task: Regression/Classification. Given a drug SMILES string, predict its toxicity properties. Task type varies by dataset: regression for continuous values (e.g., LD50, hERG inhibition percentage) or binary classification for toxic/non-toxic outcomes (e.g., AMES mutagenicity, cardiotoxicity, hepatotoxicity). Dataset: herg_karim. (1) The drug is Cc1ccccc1[C@H](OCC[NH+](C)C)c1ccccc1. The result is 1 (blocker). (2) The drug is COc1cc(N2C(=O)N(c3ccc(-c4ccc(C(=O)O)cc4Cl)cc3)C(=O)C23CCN(Cc2ncccc2C)CC3)ncn1. The result is 0 (non-blocker).